This data is from Full USPTO retrosynthesis dataset with 1.9M reactions from patents (1976-2016). The task is: Predict the reactants needed to synthesize the given product. (1) Given the product [Cl:1][C:2]1[N:3]=[C:4]([NH:23][CH2:21][CH3:22])[C:5]2[CH2:11][O:10][CH2:9][CH:8]([C:12]3[CH:19]=[CH:18][C:15]([C:16]#[N:17])=[CH:14][CH:13]=3)[C:6]=2[N:7]=1, predict the reactants needed to synthesize it. The reactants are: [Cl:1][C:2]1[N:3]=[C:4](Cl)[C:5]2[CH2:11][O:10][CH2:9][CH:8]([C:12]3[CH:19]=[CH:18][C:15]([C:16]#[N:17])=[CH:14][CH:13]=3)[C:6]=2[N:7]=1.[CH2:21]([NH2:23])[CH3:22]. (2) Given the product [OH:26][CH2:25][CH2:24][CH2:23][S:22][C:19]1[CH:18]=[C:17]([O:29][C:30]2[CH:35]=[CH:34][CH:33]=[CH:32][CH:31]=2)[C:16]([NH:15][C:12]2[S:13][CH:14]=[C:10]([CH:7]3[CH2:6][CH2:5][N:4]([C:1](=[O:3])[CH3:2])[CH2:9][CH2:8]3)[N:11]=2)=[N:21][CH:20]=1, predict the reactants needed to synthesize it. The reactants are: [C:1]([N:4]1[CH2:9][CH2:8][CH:7]([C:10]2[N:11]=[C:12]([NH:15][C:16]3[N:21]=[CH:20][C:19]([S:22][CH2:23][CH2:24][C:25](OC)=[O:26])=[CH:18][C:17]=3[O:29][C:30]3[CH:35]=[CH:34][CH:33]=[CH:32][CH:31]=3)[S:13][CH:14]=2)[CH2:6][CH2:5]1)(=[O:3])[CH3:2].[H-].[H-].[H-].[H-].[Li+].[Al+3]. (3) Given the product [C:3]([O-:11])(=[O:10])[C:4]1[CH:9]=[CH:8][CH:7]=[N:6][CH:5]=1.[K+:2], predict the reactants needed to synthesize it. The reactants are: [OH-].[K+:2].[C:3]([OH:11])(=[O:10])[C:4]1[CH:9]=[CH:8][CH:7]=[N:6][CH:5]=1. (4) The reactants are: Br[C:2]1[CH:11]=[CH:10][C:9]2[C:4](=[CH:5][C:6](Br)=[CH:7][CH:8]=2)[CH:3]=1.CC1(C)C(C)(C)OB([C:21]2[CH:22]=[C:23]([C:32]([O:34][CH2:35][CH3:36])=[O:33])[CH:24]=[C:25]([CH:31]=2)[C:26]([O:28][CH2:29][CH3:30])=[O:27])O1.[F-].[Cs+]. Given the product [CH:3]1[C:4]2[C:9](=[CH:8][CH:7]=[C:6]([C:21]3[CH:31]=[C:25]([C:26]([O:28][CH2:29][CH3:30])=[O:27])[CH:24]=[C:23]([CH:22]=3)[C:32]([O:34][CH2:35][CH3:36])=[O:33])[CH:5]=2)[CH:10]=[CH:11][C:2]=1[C:21]1[CH:31]=[C:25]([C:26]([O:28][CH2:29][CH3:30])=[O:27])[CH:24]=[C:23]([CH:22]=1)[C:32]([O:34][CH2:35][CH3:36])=[O:33], predict the reactants needed to synthesize it.